Dataset: Full USPTO retrosynthesis dataset with 1.9M reactions from patents (1976-2016). Task: Predict the reactants needed to synthesize the given product. (1) Given the product [OH:1][C@H:2]1[C@@H:7]([C:8]2[C:9]([O:18][CH3:19])=[CH:10][C:11]([O:16][CH3:17])=[CH:12][C:13]=2[O:14][CH3:15])[CH2:6][CH2:5][N:4]([CH3:20])[CH2:3]1, predict the reactants needed to synthesize it. The reactants are: [OH:1][CH:2]1[C:7]([C:8]2[C:13]([O:14][CH3:15])=[CH:12][C:11]([O:16][CH3:17])=[CH:10][C:9]=2[O:18][CH3:19])=[CH:6][CH2:5][N:4]([CH3:20])[CH2:3]1. (2) Given the product [NH2:18][C@H:19]([C@H:32]([C:34]1[C:42]2[C:37](=[CH:38][CH:39]=[CH:40][CH:41]=2)[NH:36][CH:35]=1)[CH3:33])[C:20]([O:22][CH2:23][C:24]1[CH:29]=[CH:28][C:27]([O:30][CH3:31])=[CH:26][CH:25]=1)=[O:21], predict the reactants needed to synthesize it. The reactants are: C1C2C(COC([NH:18][C@H:19]([C@H:32]([C:34]3[C:42]4[C:37](=[CH:38][CH:39]=[CH:40][CH:41]=4)[NH:36][CH:35]=3)[CH3:33])[C:20]([O:22][CH2:23][C:24]3[CH:29]=[CH:28][C:27]([O:30][CH3:31])=[CH:26][CH:25]=3)=[O:21])=O)C3C(=CC=CC=3)C=2C=CC=1.N1CCCCC1.CN(C=O)C. (3) Given the product [NH:17]1[C:16]2[CH:20]=[CH:21][C:13]([C:11]([NH:10][C:7]3[CH:8]=[CH:9][C:4]([C:3]([OH:22])=[O:2])=[CH:5][CH:6]=3)=[O:12])=[CH:14][C:15]=2[N:19]=[N:18]1, predict the reactants needed to synthesize it. The reactants are: C[O:2][C:3](=[O:22])[C:4]1[CH:9]=[CH:8][C:7]([NH:10][C:11]([C:13]2[CH:21]=[CH:20][C:16]3[NH:17][N:18]=[N:19][C:15]=3[CH:14]=2)=[O:12])=[CH:6][CH:5]=1.CO.[OH-].[Na+].Cl. (4) Given the product [C:20]1([S:26][C:8]2[CH:9]=[C:10]([CH:13]=[CH:14][CH:15]=2)[CH:11]=[O:12])[CH:25]=[CH:24][CH:23]=[CH:22][CH:21]=1, predict the reactants needed to synthesize it. The reactants are: C(=O)([O-])[O-].[K+].[K+].I[C:8]1[CH:9]=[C:10]([CH:13]=[CH:14][CH:15]=1)[CH:11]=[O:12].C(O)CO.[C:20]1([SH:26])[CH:25]=[CH:24][CH:23]=[CH:22][CH:21]=1. (5) Given the product [CH2:18]([C:7]1([C:13]2[S:14][CH:15]=[CH:16][CH:17]=2)[C:6]2[CH:20]=[C:2]([C:22]3[CH:23]=[C:24]([C:27]#[N:28])[S:25][CH:26]=3)[CH:3]=[CH:4][C:5]=2[NH:11][C:10](=[O:12])[CH2:9][O:8]1)[CH3:19], predict the reactants needed to synthesize it. The reactants are: Br[C:2]1[CH:3]=[CH:4][C:5]2[NH:11][C:10](=[O:12])[CH2:9][O:8][C:7]([CH2:18][CH3:19])([C:13]3[S:14][CH:15]=[CH:16][CH:17]=3)[C:6]=2[CH:20]=1.Br[C:22]1[CH:23]=[C:24]([C:27]#[N:28])[S:25][CH:26]=1. (6) Given the product [NH2:7][C:8]1[CH:9]=[CH:10][C:11]([O:14][CH:17]2[CH2:21][CH2:20][O:19][C:18]2=[O:22])=[CH:12][CH:13]=1.[O:22]=[C:18]1[CH:17]([O:14][C:11]2[CH:10]=[CH:9][C:8]([NH:7][C:6](=[O:15])[O:5][C:1]([CH3:4])([CH3:2])[CH3:3])=[CH:13][CH:12]=2)[CH2:21][CH2:20][O:19]1, predict the reactants needed to synthesize it. The reactants are: [C:1]([O:5][C:6](=[O:15])[NH:7][C:8]1[CH:13]=[CH:12][C:11]([OH:14])=[CH:10][CH:9]=1)([CH3:4])([CH3:3])[CH3:2].Br[CH:17]1[CH2:21][CH2:20][O:19][C:18]1=[O:22].C([O-])([O-])=O.[K+].[K+]. (7) The reactants are: [F:1][C:2]1[CH:9]=[CH:8][C:5]([CH:6]=[O:7])=[CH:4][C:3]=1[O:10][CH3:11].[BH4-].[Na+]. Given the product [F:1][C:2]1[CH:9]=[CH:8][C:5]([CH2:6][OH:7])=[CH:4][C:3]=1[O:10][CH3:11], predict the reactants needed to synthesize it. (8) Given the product [Br:10][C:11]1[CH:12]=[CH:13][C:14]2[N:15]([CH:17]=[C:18]([C:20]([NH:4][C:3]3[CH:5]=[C:6]([F:9])[CH:7]=[CH:8][C:2]=3[F:1])=[O:21])[N:19]=2)[CH:16]=1, predict the reactants needed to synthesize it. The reactants are: [F:1][C:2]1[CH:8]=[CH:7][C:6]([F:9])=[CH:5][C:3]=1[NH2:4].[Br:10][C:11]1[CH:12]=[CH:13][C:14]2[N:15]([CH:17]=[C:18]([C:20](OCC)=[O:21])[N:19]=2)[CH:16]=1.